Dataset: Forward reaction prediction with 1.9M reactions from USPTO patents (1976-2016). Task: Predict the product of the given reaction. (1) Given the reactants [Br:1][C:2]1[CH:3]=[C:4]([NH2:9])[C:5]([Cl:8])=[N:6][CH:7]=1.[Li][CH2:11]CCC.CCCCCC.CI.C([O-])(O)=O.[Na+], predict the reaction product. The product is: [Br:1][C:2]1[CH:3]=[C:4]([NH:9][CH3:11])[C:5]([Cl:8])=[N:6][CH:7]=1. (2) Given the reactants ClC(Cl)(Cl)COC(=O)C1C=CC=CC=1CSC1C=CC=C(CC(O[CH2:24][C:25]2[CH:30]=[CH:29][C:28]([C:31]([F:34])([F:33])[F:32])=[CH:27][CH:26]=2)=O)C=1.[Cl:38][C:39]([Cl:63])([Cl:62])[CH2:40][O:41][C:42](=[O:61])[C:43]1[CH:48]=[CH:47][CH:46]=[CH:45][C:44]=1[CH2:49][S:50][C:51]1[CH:56]=[CH:55][C:54]([CH2:57][C:58]([OH:60])=[O:59])=[CH:53][CH:52]=1.FC(F)(F)C1C=CC(CO)=CC=1.Cl, predict the reaction product. The product is: [Cl:63][C:39]([Cl:38])([Cl:62])[CH2:40][O:41][C:42](=[O:61])[C:43]1[CH:48]=[CH:47][CH:46]=[CH:45][C:44]=1[CH2:49][S:50][C:51]1[CH:52]=[CH:53][C:54]([CH2:57][C:58]([O:60][CH2:24][C:25]2[CH:26]=[CH:27][C:28]([C:31]([F:32])([F:33])[F:34])=[CH:29][CH:30]=2)=[O:59])=[CH:55][CH:56]=1. (3) Given the reactants C(N(CC)C(C)C)C.[CH3:9][C:10]1[C:15]([C:16]([OH:18])=O)=[CH:14][N:13]=[C:12]([C:19]2[CH:24]=[CH:23][CH:22]=[CH:21][N:20]=2)[N:11]=1.[N:25]1([NH2:34])[C:33]2[C:28](=[N:29][CH:30]=[CH:31][CH:32]=2)[CH:27]=[CH:26]1.CN(C(ON1N=NC2C=CC=CC1=2)=[N+](C)C)C.[B-](F)(F)(F)F, predict the reaction product. The product is: [N:25]1([NH:34][C:16]([C:15]2[C:10]([CH3:9])=[N:11][C:12]([C:19]3[CH:24]=[CH:23][CH:22]=[CH:21][N:20]=3)=[N:13][CH:14]=2)=[O:18])[C:33]2[C:28](=[N:29][CH:30]=[CH:31][CH:32]=2)[CH:27]=[CH:26]1. (4) The product is: [C:37]([C:34]1([NH:33][C:31]([C:3]2[CH:4]=[C:5]3[C:9](=[CH:10][C:2]=2[Cl:1])[N:8]([CH2:11][CH3:12])[C:7]([C:13]([NH:15][CH:16]([C:21]2[CH:26]=[CH:25][CH:24]=[C:23]([C:27]([F:30])([F:28])[F:29])[CH:22]=2)[C:17]([F:18])([F:20])[F:19])=[O:14])=[CH:6]3)=[O:32])[CH2:35][CH2:36]1)(=[S:48])[NH2:38]. Given the reactants [Cl:1][C:2]1[CH:10]=[C:9]2[C:5]([CH:6]=[C:7]([C:13]([NH:15][CH:16]([C:21]3[CH:26]=[CH:25][CH:24]=[C:23]([C:27]([F:30])([F:29])[F:28])[CH:22]=3)[C:17]([F:20])([F:19])[F:18])=[O:14])[N:8]2[CH2:11][CH3:12])=[CH:4][C:3]=1[C:31]([NH:33][C:34]1([C:37]#[N:38])[CH2:36][CH2:35]1)=[O:32].COC1C=CC(P2(=S)SP(=S)(C3C=CC(OC)=CC=3)[S:48]2)=CC=1, predict the reaction product.